Dataset: Forward reaction prediction with 1.9M reactions from USPTO patents (1976-2016). Task: Predict the product of the given reaction. Given the reactants [C:1]1(C)C=CC=CC=1.[Cl:8][C:9]1[CH:14]=[CH:13][C:12]([N:15]2[CH:19]=[CH:18][CH:17]=[C:16]2C=O)=[C:11]([C:22](=[O:32])[C:23]2[CH:28]=[CH:27][CH:26]=[C:25]([O:29][CH3:30])[C:24]=2[F:31])[CH:10]=1.[CH3:33][O:34][C:35]([CH:37]=P(C1C=CC=CC=1)(C1C=CC=CC=1)C1C=CC=CC=1)=[O:36], predict the reaction product. The product is: [Cl:8][C:9]1[CH:14]=[CH:13][C:12]([N:15]2[CH:19]=[CH:18][CH:17]=[C:16]2/[CH:1]=[CH:37]/[C:35]([O:34][CH3:33])=[O:36])=[C:11]([C:22](=[O:32])[C:23]2[CH:28]=[CH:27][CH:26]=[C:25]([O:29][CH3:30])[C:24]=2[F:31])[CH:10]=1.